This data is from Reaction yield outcomes from USPTO patents with 853,638 reactions. The task is: Predict the reaction yield, written as a fraction of the theoretical maximum amount of product (1.0 means a 100% yield; for example, 0.34 means a 34% yield). (1) The reactants are [CH3:1][O:2][C:3]([CH:5]1[CH2:9][CH:8]([CH2:10][CH:11]=[CH:12][CH3:13])[CH2:7][N:6]1[C:14]([O:16][C:17]([CH3:20])([CH3:19])[CH3:18])=[O:15])=[O:4].[O:21]=O. The catalyst is CN(C=O)C.O.[Pd](Cl)Cl.[Cu]Cl. The product is [CH3:1][O:2][C:3]([CH:5]1[CH2:9][CH:8]([CH2:10][CH2:11][C:12](=[O:21])[CH3:13])[CH2:7][N:6]1[C:14]([O:16][C:17]([CH3:19])([CH3:18])[CH3:20])=[O:15])=[O:4]. The yield is 0.710. (2) The reactants are [NH:1]1[C:5]2[CH:6]=[CH:7][C:8]([C:10]([OH:12])=O)=[CH:9][C:4]=2[N:3]=[CH:2]1.[NH:13]1[CH2:18][CH2:17][CH2:16][C@@H:15]2[C:19]3[CH:20]=[CH:21][CH:22]=[CH:23][C:24]=3[CH2:25][C@H:14]12. No catalyst specified. The product is [NH:1]1[C:5]2[CH:6]=[CH:7][C:8]([C:10]([N:13]3[CH2:18][CH2:17][CH2:16][C@@H:15]4[C:19]5[CH:20]=[CH:21][CH:22]=[CH:23][C:24]=5[CH2:25][C@H:14]34)=[O:12])=[CH:9][C:4]=2[N:3]=[CH:2]1. The yield is 0.600. (3) The reactants are Br[C:2]1[C:11]2[C:6](=[CH:7][CH:8]=[CH:9][CH:10]=2)C(=O)N(C2C=CC(SC3C=CC=CC=3)=CC=2)N=1.C1C=C(Cl)C=C(C(OO)=O)C=1.[Cl:37][CH2:38][Cl:39]. No catalyst specified. The product is [CH3:2][CH2:11][CH2:6][CH2:7][CH2:8][CH2:9][CH3:10].[Cl:37][CH2:38][Cl:39]. The yield is 0.310. (4) The reactants are C([O-])([O-])=O.[Cs+].[Cs+].BrC1C=CC(S([O:17][C@@H:18]2[CH2:22][N:21](C(OC(C)(C)C)=O)[C@H:20]([C:30]([O:32][CH3:33])=[O:31])[CH2:19]2)(=O)=O)=CC=1.[Br:34][C:35]1[C:44](O)=[CH:43][C:42]2[C:37](=[CH:38][CH:39]=[C:40](OC)[CH:41]=2)[N:36]=1.C(O)(C(F)(F)F)=O.C(Cl)[Cl:56]. The catalyst is CN1C(=O)CCC1.CCOC(C)=O.C([O-])(O)=O.[Na+]. The product is [Br:34][C:35]1[C:44]([O:17][C@H:18]2[CH2:22][NH:21][C@H:20]([C:30]([O:32][CH3:33])=[O:31])[CH2:19]2)=[CH:43][C:42]2[C:37](=[CH:38][CH:39]=[C:40]([Cl:56])[CH:41]=2)[N:36]=1. The yield is 0.810. (5) The reactants are [CH3:1][O-:2].[Na+].Cl[C:5]1[N:6]=[N+:7]([O-:15])[C:8]2[CH:14]=[CH:13][CH:12]=[CH:11][C:9]=2[N:10]=1. The catalyst is CO. The product is [CH3:1][O:2][C:5]1[N:6]=[N+:7]([O-:15])[C:8]2[CH:14]=[CH:13][CH:12]=[CH:11][C:9]=2[N:10]=1. The yield is 0.880. (6) The product is [C:20]([C:19]1[C:18]2[C:13](=[CH:14][C:15]([O:22][CH3:23])=[CH:16][CH:17]=2)[N:12]([CH2:24][CH3:25])[C:11]=1[C:8]1[CH:9]=[CH:10][C:5]([O:4][CH2:3][CH2:2][NH:1][C:29]([NH:28][CH2:26][CH3:27])=[O:30])=[CH:6][CH:7]=1)#[N:21]. The yield is 0.930. The reactants are [NH2:1][CH2:2][CH2:3][O:4][C:5]1[CH:10]=[CH:9][C:8]([C:11]2[N:12]([CH2:24][CH3:25])[C:13]3[C:18]([C:19]=2[C:20]#[N:21])=[CH:17][CH:16]=[C:15]([O:22][CH3:23])[CH:14]=3)=[CH:7][CH:6]=1.[CH2:26]([N:28]=[C:29]=[O:30])[CH3:27]. The catalyst is N1C=CC=CC=1.